Dataset: Forward reaction prediction with 1.9M reactions from USPTO patents (1976-2016). Task: Predict the product of the given reaction. Given the reactants [O:1]1[CH:5]=[CH:4][CH:3]=[C:2]1[C:6]1[N:11]=[C:10]([NH:12]C(=O)CC)[CH:9]=[C:8]([C:17]2[CH:18]=[N:19][CH:20]=[CH:21][CH:22]=2)[N:7]=1.Cl, predict the reaction product. The product is: [O:1]1[CH:5]=[CH:4][CH:3]=[C:2]1[C:6]1[N:11]=[C:10]([NH2:12])[CH:9]=[C:8]([C:17]2[CH:18]=[N:19][CH:20]=[CH:21][CH:22]=2)[N:7]=1.